Dataset: Catalyst prediction with 721,799 reactions and 888 catalyst types from USPTO. Task: Predict which catalyst facilitates the given reaction. (1) Reactant: Cl.[NH:2]1[CH:6]=[C:5]([CH2:7][NH2:8])[CH:4]=[N:3]1.C(N(CC)C(C)C)(C)C.C1C=CC2N(O)N=NC=2C=1.CCN=C=NCCCN(C)C.[F:39][C:40]1[CH:41]=[C:42]([C:47]2[CH2:51][C:50]([CH3:55])([C:52](O)=[O:53])[O:49][N:48]=2)[CH:43]=[C:44]([F:46])[CH:45]=1.OS(O)(=O)=O. Product: [F:46][C:44]1[CH:43]=[C:42]([C:47]2[CH2:51][C:50]([CH3:55])([C:52]([NH:8][CH2:7][C:5]3[CH:6]=[N:2][NH:3][CH:4]=3)=[O:53])[O:49][N:48]=2)[CH:41]=[C:40]([F:39])[CH:45]=1. The catalyst class is: 4. (2) Reactant: C[O:2][C:3](=[O:43])[CH2:4][O:5][C:6]1[CH:11]=[CH:10][C:9]([CH2:12][NH:13][C:14]([O:16][C:17]([CH3:20])([CH3:19])[CH3:18])=[O:15])=[CH:8][C:7]=1[CH:21]1[CH2:26][CH2:25][N:24]([C:27]([C:29]2[C:37]3[C:32](=[C:33]([CH3:38])[CH:34]=[CH:35][CH:36]=3)[N:31]([CH2:39][CH2:40][O:41][CH3:42])[CH:30]=2)=[O:28])[CH2:23][CH2:22]1. Product: [C:17]([O:16][C:14]([NH:13][CH2:12][C:9]1[CH:10]=[CH:11][C:6]([O:5][CH2:4][C:3]([OH:43])=[O:2])=[C:7]([CH:21]2[CH2:26][CH2:25][N:24]([C:27]([C:29]3[C:37]4[C:32](=[C:33]([CH3:38])[CH:34]=[CH:35][CH:36]=4)[N:31]([CH2:39][CH2:40][O:41][CH3:42])[CH:30]=3)=[O:28])[CH2:23][CH2:22]2)[CH:8]=1)=[O:15])([CH3:20])([CH3:19])[CH3:18]. The catalyst class is: 273. (3) Reactant: [CH3:1][CH2:2][NH:3][C:4]([CH2:6][CH2:7][CH2:8]/[CH:9]=[CH:10]\[CH2:11][C@@H:12]1[C@@H:16](/[CH:17]=[CH:18]/[C@@H:19]([OH:28])[CH2:20][CH2:21][C:22]2[CH:23]=[CH:24][CH:25]=[CH:26][CH:27]=2)[C@H:15]([OH:29])[CH2:14][C@@H:13]1[OH:30])=[O:5].C(C1C(=O)C(Cl)=C(Cl)C(=O)C=1C#N)#N.C(Cl)Cl. Product: [CH3:1][CH2:2][NH:3][C:4]([CH2:6][CH2:7][CH2:8]/[CH:9]=[CH:10]\[CH2:11][C@@H:12]1[C@@H:16](/[CH:17]=[CH:18]/[C:19]([CH2:20][CH2:21][C:22]2[CH:23]=[CH:24][CH:25]=[CH:26][CH:27]=2)=[O:28])[C@H:15]([OH:29])[CH2:14][C@@H:13]1[OH:30])=[O:5]. The catalyst class is: 12.